From a dataset of Catalyst prediction with 721,799 reactions and 888 catalyst types from USPTO. Predict which catalyst facilitates the given reaction. (1) Reactant: [CH2:1]([O:8][C:9]([NH:11][CH2:12][CH2:13][CH2:14][CH2:15][C:16]1[CH:26]=[CH:25][C:19]([O:20][CH2:21][C:22]([OH:24])=[O:23])=[CH:18][CH:17]=1)=[O:10])[C:2]1[CH:7]=[CH:6][CH:5]=[CH:4][CH:3]=1.CCN=C=NCCCN(C)C.Cl.[C:39]([O:43][C:44](=[O:49])[NH:45][CH2:46][CH2:47]O)([CH3:42])([CH3:41])[CH3:40]. Product: [C:39]([O:43][C:44]([NH:45][CH2:46][CH2:47][O:23][C:22](=[O:24])[CH2:21][O:20][C:19]1[CH:18]=[CH:17][C:16]([CH2:15][CH2:14][CH2:13][CH2:12][NH:11][C:9]([O:8][CH2:1][C:2]2[CH:3]=[CH:4][CH:5]=[CH:6][CH:7]=2)=[O:10])=[CH:26][CH:25]=1)=[O:49])([CH3:42])([CH3:41])[CH3:40]. The catalyst class is: 64. (2) Reactant: Cl[CH2:2][CH2:3][O:4][C:5]1[C:23]([C:24]#[N:25])=[CH:22][C:8]2[C:9]([C:15]3[CH:20]=[CH:19][CH:18]=[CH:17][C:16]=3[Cl:21])=[N:10][CH2:11][C:12](=[O:14])[NH:13][C:7]=2[CH:6]=1.[CH3:26][O:27][CH2:28][CH2:29][N:30](C)[CH2:31]CO.[I-].[Na+]. Product: [Cl:21][C:16]1[CH:17]=[CH:18][CH:19]=[CH:20][C:15]=1[C:9]1[C:8]2[CH:22]=[C:23]([C:24]#[N:25])[C:5]([O:4][CH2:3][CH2:2][N:30]([CH2:29][CH2:28][O:27][CH3:26])[CH3:31])=[CH:6][C:7]=2[NH:13][C:12](=[O:14])[CH2:11][N:10]=1. The catalyst class is: 7. (3) Reactant: [CH3:1][C:2]1[C:6]2[CH:7]=[CH:8][CH:9]=[CH:10][C:5]=2[O:4][C:3]=1[C:11]([OH:13])=O.ON1C2C=CC=CC=2N=N1.Cl.C(N=C=NCCCN(C)C)C.Cl.Cl.[CH3:38][NH:39][C:40]1=[N:41][C:42](=[O:52])[S:43]/[C:44]/1=[CH:45]\[CH:46]1[CH2:51][CH2:50][NH:49][CH2:48][CH2:47]1. Product: [CH3:38][NH:39][C:40]1=[N:41][C:42](=[O:52])[S:43]/[C:44]/1=[CH:45]\[CH:46]1[CH2:51][CH2:50][N:49]([C:11]([C:3]2[O:4][C:5]3[CH:10]=[CH:9][CH:8]=[CH:7][C:6]=3[C:2]=2[CH3:1])=[O:13])[CH2:48][CH2:47]1. The catalyst class is: 681. (4) Reactant: [CH3:1][O:2][C:3](=[O:49])[CH2:4][CH2:5][CH2:6][C:7]#[C:8][CH2:9][C@@H:10]1[C@@H:14](/[CH:15]=[CH:16]/[CH:17]([O:30][Si](C(C)(C)C)(C)C)[CH2:18][CH2:19][C:20]2[S:24][C:23]3[CH:25]=[CH:26][CH:27]=[CH:28][C:22]=3[C:21]=2[Cl:29])[C@H:13]([O:38][Si](C(C)(C)C)(C)C)[C:12]([CH3:47])([CH3:46])[C:11]1=[O:48].C1C=CN=CC=1.F.C(=O)(O)[O-].[Na+]. Product: [CH3:1][O:2][C:3](=[O:49])[CH2:4][CH2:5][CH2:6][C:7]#[C:8][CH2:9][C@@H:10]1[C@@H:14](/[CH:15]=[CH:16]/[CH:17]([OH:30])[CH2:18][CH2:19][C:20]2[S:24][C:23]3[CH:25]=[CH:26][CH:27]=[CH:28][C:22]=3[C:21]=2[Cl:29])[C@H:13]([OH:38])[C:12]([CH3:46])([CH3:47])[C:11]1=[O:48]. The catalyst class is: 23. (5) Reactant: [Cl:1][C:2]1[CH:7]=[C:6]([CH3:8])[CH:5]=[C:4]([CH3:9])[C:3]=1[N:10]1[CH2:15][CH2:14][CH2:13][C:12]2=[C:16]([NH2:20])[N:17]([CH3:19])[N:18]=[C:11]12.[CH:21](=O)[CH2:22][CH3:23].C(O[BH-](O[C:35](=O)[CH3:36])OC(=O)C)(=O)C.[Na+].Cl[CH:40](Cl)C. Product: [Cl:1][C:2]1[CH:7]=[C:6]([CH3:8])[CH:5]=[C:4]([CH3:9])[C:3]=1[N:10]1[CH2:15][CH2:14][CH2:13][C:12]2=[C:16]([N:20]([CH2:40][CH2:35][CH3:36])[CH2:21][CH2:22][CH3:23])[N:17]([CH3:19])[N:18]=[C:11]12. The catalyst class is: 4. (6) Reactant: [Br:1][C:2]1[C:3]([OH:14])=[C:4]([CH2:9][C:10]([O:12][CH3:13])=[O:11])[CH:5]=[C:6]([Br:8])[CH:7]=1.C(=O)([O-])[O-].[K+].[K+].[I-].[K+].[CH2:23](Br)[C:24]1[CH:29]=[CH:28][CH:27]=[CH:26][CH:25]=1. Product: [CH2:23]([O:14][C:3]1[C:2]([Br:1])=[CH:7][C:6]([Br:8])=[CH:5][C:4]=1[CH2:9][C:10]([O:12][CH3:13])=[O:11])[C:24]1[CH:29]=[CH:28][CH:27]=[CH:26][CH:25]=1. The catalyst class is: 21.